Dataset: Reaction yield outcomes from USPTO patents with 853,638 reactions. Task: Predict the reaction yield, written as a fraction of the theoretical maximum amount of product (1.0 means a 100% yield; for example, 0.34 means a 34% yield). (1) The reactants are [O:1]1[C:6]2[CH:7]=[CH:8][C:9]([NH2:11])=[CH:10][C:5]=2[O:4][CH2:3][CH2:2]1.[Br:12]N1C(=O)CCC1=O.C(=O)([O-])[O-].[Na+].[Na+]. The catalyst is O1CCCC1.S(=O)(=O)(O)O. The product is [Br:12][C:8]1[C:9]([NH2:11])=[CH:10][C:5]2[O:4][CH2:3][CH2:2][O:1][C:6]=2[CH:7]=1. The yield is 0.920. (2) The reactants are [Br:1][C:2]1[S:14][C:13]2[C:12]3[CH:11]=[CH:10][C:9]([C:15]([O:17]C)=[O:16])=[CH:8][C:7]=3[NH:6][C:5](=[O:19])[C:4]=2[CH:3]=1.CO.C1COCC1.O.[Li+].[OH-]. The catalyst is O. The product is [Br:1][C:2]1[S:14][C:13]2[C:12]3[CH:11]=[CH:10][C:9]([C:15]([OH:17])=[O:16])=[CH:8][C:7]=3[NH:6][C:5](=[O:19])[C:4]=2[CH:3]=1. The yield is 0.130.